Predict which catalyst facilitates the given reaction. From a dataset of Catalyst prediction with 721,799 reactions and 888 catalyst types from USPTO. (1) Reactant: [NH2:1][C:2]1[N:10]=[CH:9][CH:8]=[CH:7][C:3]=1[C:4]([OH:6])=[O:5].[Br:11]N1C(=O)CCC1=O. Product: [Br:11][C:8]1[CH:9]=[N:10][C:2]([NH2:1])=[C:3]([CH:7]=1)[C:4]([OH:6])=[O:5]. The catalyst class is: 3. (2) Reactant: CN(C)CCOCCN(C)C.C([Mg]Cl)(C)C.[CH3:17][O:18][C:19](=[O:37])[C:20]1[CH:25]=[CH:24][C:23](I)=[C:22]([O:27][CH2:28][CH2:29][C:30]2[CH:31]=[C:32]([CH3:36])[CH:33]=[CH:34][CH:35]=2)[CH:21]=1.[B:38](OC)([O:41]C)[O:39]C.Cl. Product: [CH3:17][O:18][C:19](=[O:37])[C:20]1[CH:25]=[CH:24][C:23]([B:38]([OH:41])[OH:39])=[C:22]([O:27][CH2:28][CH2:29][C:30]2[CH:31]=[C:32]([CH3:36])[CH:33]=[CH:34][CH:35]=2)[CH:21]=1. The catalyst class is: 1.